Task: Predict the reactants needed to synthesize the given product.. Dataset: Full USPTO retrosynthesis dataset with 1.9M reactions from patents (1976-2016) (1) Given the product [Cl:3][C:4]1[S:8][C:7]2[CH:9]=[CH:10][C:11]3[C:16]([C:6]=2[CH:5]=1)=[CH:15][C:14]([CH2:17][C:18]([CH3:1])([OH:19])[CH3:20])=[CH:13][CH:12]=3, predict the reactants needed to synthesize it. The reactants are: [CH3:1][Li].[Cl:3][C:4]1[S:8][C:7]2[CH:9]=[CH:10][C:11]3[C:16]([C:6]=2[CH:5]=1)=[CH:15][C:14]([CH2:17][C:18]([CH3:20])=[O:19])=[CH:13][CH:12]=3. (2) Given the product [C:7]1([NH:10][C:11]([NH:13][C:18]2[CH:20]=[CH:14][CH:15]=[CH:16][CH:17]=2)=[O:12])[CH:8]=[CH:9][CH:4]=[CH:5][CH:6]=1, predict the reactants needed to synthesize it. The reactants are: [N+]([C:4]1[CH:9]=[CH:8][C:7]([N:10]=[C:11]=[O:12])=[CH:6][CH:5]=1)([O-])=O.[N:13]1[C:18](C)=[CH:17][CH:16]=[CH:15][C:14]=1[CH3:20].C1(N=C=O)C=CC=CC=1. (3) Given the product [CH2:1]([N:8]1[C:16]2[C:11](=[CH:12][CH:13]=[C:14]([C:17]([O:19][CH2:20][C:21]3[CH:26]=[CH:25][CH:24]=[CH:23][CH:22]=3)=[O:18])[CH:15]=2)[CH2:10][CH2:9]1)[C:2]1[CH:3]=[CH:4][CH:5]=[CH:6][CH:7]=1, predict the reactants needed to synthesize it. The reactants are: [CH2:1]([N:8]1[C:16]2[C:11](=[CH:12][CH:13]=[C:14]([C:17]([O:19][CH2:20][C:21]3[CH:26]=[CH:25][CH:24]=[CH:23][CH:22]=3)=[O:18])[CH:15]=2)[CH:10]=[CH:9]1)[C:2]1[CH:7]=[CH:6][CH:5]=[CH:4][CH:3]=1.C([BH3-])#N.[Na+]. (4) Given the product [Cl:20][C:6]1[CH:5]=[N:4][CH:3]=[C:2]([Cl:1])[C:7]=1[S:8][C:9]1[S:13][C:12]([C:14]([NH:30][CH:25]2[CH2:26][CH:27]3[N:22]([CH3:21])[CH:23]([CH2:29][CH2:28]3)[CH2:24]2)=[O:16])=[CH:11][C:10]=1[N+:17]([O-:19])=[O:18], predict the reactants needed to synthesize it. The reactants are: [Cl:1][C:2]1[CH:3]=[N:4][CH:5]=[C:6]([Cl:20])[C:7]=1[S:8][C:9]1[S:13][C:12]([C:14]([OH:16])=O)=[CH:11][C:10]=1[N+:17]([O-:19])=[O:18].[CH3:21][N:22]1[CH:27]2[CH2:28][CH2:29][CH:23]1[CH2:24][CH:25]([NH2:30])[CH2:26]2. (5) Given the product [Cl:31][C:29]1[N:16]=[C:17]([C:2]2[CH:7]=[CH:6][C:5]([NH:8][C:9]([CH:11]3[CH2:13][CH2:12]3)=[O:10])=[C:4]([C:14]#[N:15])[CH:3]=2)[CH:18]=[CH:19][N:20]=1, predict the reactants needed to synthesize it. The reactants are: Br[C:2]1[CH:7]=[CH:6][C:5]([NH:8][C:9]([CH:11]2[CH2:13][CH2:12]2)=[O:10])=[C:4]([C:14]#[N:15])[CH:3]=1.[NH2:16][C:17]1C=CC(Br)=C[C:18]=1[C:19]#[N:20].C1([C:29]([Cl:31])=O)CC1. (6) Given the product [CH2:24]([O:31][CH2:32][C:33]([O:21]/[N:20]=[C:11]1/[C:10](=[CH:9][C:8]2[CH:7]=[CH:6][C:5]([S:2]([CH3:1])(=[O:4])=[O:3])=[CH:23][CH:22]=2)[C:19]2[C:14]([CH2:13][CH2:12]/1)=[CH:15][CH:16]=[CH:17][CH:18]=2)=[O:34])[C:25]1[CH:30]=[CH:29][CH:28]=[CH:27][CH:26]=1, predict the reactants needed to synthesize it. The reactants are: [CH3:1][S:2]([C:5]1[CH:23]=[CH:22][C:8]([CH:9]=[C:10]2[C:19]3[C:14](=[CH:15][CH:16]=[CH:17][CH:18]=3)[CH2:13][CH2:12]/[C:11]/2=[N:20]\[OH:21])=[CH:7][CH:6]=1)(=[O:4])=[O:3].[CH2:24]([O:31][CH2:32][C:33](Cl)=[O:34])[C:25]1[CH:30]=[CH:29][CH:28]=[CH:27][CH:26]=1.C(N(CC)CC)C. (7) Given the product [N:1]1([C:5]2[N:10]=[CH:9][C:8]([NH:11][C:12]([C:14]3[N:15]([CH2:24][C:25]4[CH:30]=[CH:29][CH:28]=[C:27]([F:31])[CH:26]=4)[C:16]4[C:21]([C:22]=3[SiH:33]([CH3:37])[CH3:32])=[CH:20][C:19]([CH:59]([CH3:60])[CH3:58])=[CH:18][CH:17]=4)=[O:13])=[CH:7][CH:6]=2)[CH2:4][CH2:3][CH2:2]1, predict the reactants needed to synthesize it. The reactants are: [N:1]1([C:5]2[N:10]=[CH:9][C:8]([NH:11][C:12]([C:14]3[N:15]([CH2:24][C:25]4[CH:30]=[CH:29][CH:28]=[C:27]([F:31])[CH:26]=4)[C:16]4[C:21]([CH:22]=3)=[CH:20][C:19](Br)=[CH:18][CH:17]=4)=[O:13])=[CH:7][CH:6]=2)[CH2:4][CH2:3][CH2:2]1.[CH3:32][SiH:33]([CH3:37])C(C)C.[O-]P(OP(OP([O-])([O-])=O)([O-])=O)(=O)[O-].[K+].[K+].[K+].[K+].[K+].CN1C[CH2:60][CH2:59][C:58]1=O.